From a dataset of Forward reaction prediction with 1.9M reactions from USPTO patents (1976-2016). Predict the product of the given reaction. Given the reactants [SH:1][C:2]1[CH:3]=[C:4]([OH:8])[CH:5]=[CH:6][CH:7]=1.[CH3:9][C:10](C)([O-])[CH3:11].[Na+].BrC(C)C.[Cl:19][C:20]1[CH:21]=[C:22]([N+:27]([O-:29])=[O:28])[CH:23]=[CH:24][C:25]=1F, predict the reaction product. The product is: [Cl:19][C:20]1[CH:21]=[C:22]([N+:27]([O-:29])=[O:28])[CH:23]=[CH:24][C:25]=1[O:8][C:4]1[CH:5]=[CH:6][CH:7]=[C:2]([S:1][CH:10]([CH3:11])[CH3:9])[CH:3]=1.